Dataset: Forward reaction prediction with 1.9M reactions from USPTO patents (1976-2016). Task: Predict the product of the given reaction. (1) The product is: [CH3:37][N:33]1[C:32]2[C:38]([CH3:40])=[CH:39][C:29]([C:27]([C:23]3[N:24]=[CH:25][N:26]=[C:21]([N:17]4[CH2:18][CH2:19][CH:14]([C:7]5[C:8](=[O:13])[NH:9][C:10]6[C:5]([CH:6]=5)=[CH:4][C:3]([O:2][CH3:1])=[CH:12][CH:11]=6)[CH2:15][CH2:16]4)[CH:22]=3)=[O:28])=[CH:30][C:31]=2[O:35][C:34]1=[O:36]. Given the reactants [CH3:1][O:2][C:3]1[CH:4]=[C:5]2[C:10](=[CH:11][CH:12]=1)[NH:9][C:8](=[O:13])[C:7]([CH:14]1[CH2:19][CH2:18][NH:17][CH2:16][CH2:15]1)=[CH:6]2.Cl[C:21]1[N:26]=[CH:25][N:24]=[C:23]([C:27]([C:29]2[CH:39]=[C:38]([CH3:40])[C:32]3[N:33]([CH3:37])[C:34](=[O:36])[O:35][C:31]=3[CH:30]=2)=[O:28])[CH:22]=1.O, predict the reaction product. (2) Given the reactants C(O)C.[CH3:4][O:5][C:6]1[C:7]([N+:14]([O-])=O)=[C:8]([CH:11]=[CH:12][CH:13]=1)[CH:9]=[O:10], predict the reaction product. The product is: [NH2:14][C:7]1[C:6]([O:5][CH3:4])=[CH:13][CH:12]=[CH:11][C:8]=1[CH:9]=[O:10]. (3) The product is: [C:17]([CH2:16][CH2:15][CH2:14][CH2:13][CH2:12][CH2:11][NH:6][C@@H:5]([C:4]([O:3][CH3:2])=[O:9])[CH2:7][OH:8])#[N:18]. Given the reactants Cl.[CH3:2][O:3][C:4](=[O:9])[C@@H:5]([CH2:7][OH:8])[NH2:6].O=[CH:11][CH2:12][CH2:13][CH2:14][CH2:15][CH2:16][C:17]#[N:18].C(N(CC)CC)C, predict the reaction product. (4) Given the reactants [CH3:1][O:2][CH2:3][CH2:4][O:5][C:6]1[CH:15]=[C:14]2[C:9]([C:10](=O)[C:11]([C:16]#[N:17])=[CH:12][NH:13]2)=[CH:8][CH:7]=1.S(Cl)([Cl:21])=O, predict the reaction product. The product is: [Cl:21][C:10]1[C:9]2[C:14](=[CH:15][C:6]([O:5][CH2:4][CH2:3][O:2][CH3:1])=[CH:7][CH:8]=2)[N:13]=[CH:12][C:11]=1[C:16]#[N:17]. (5) Given the reactants C(=O)([O-])[O-].[Cs+].[Cs+].CN(C=O)C.[Br:12][C:13]1[CH:18]=[N:17][C:16]([OH:19])=[CH:15][N:14]=1.[C:20]([O:24][C:25]([N:27]1[CH2:32][CH2:31][CH:30](OS(C)(=O)=O)[CH2:29][CH2:28]1)=[O:26])([CH3:23])([CH3:22])[CH3:21], predict the reaction product. The product is: [C:20]([O:24][C:25]([N:27]1[CH2:32][CH2:31][CH:30]([O:19][C:16]2[CH:15]=[N:14][C:13]([Br:12])=[CH:18][N:17]=2)[CH2:29][CH2:28]1)=[O:26])([CH3:23])([CH3:21])[CH3:22]. (6) Given the reactants FC(F)(F)C([NH:5][C:6]1[CH:23]=[CH:22][C:21]([Cl:24])=[CH:20][C:7]=1[O:8][CH2:9][C:10]1[CH:19]=[CH:18][C:13]([C:14]([O:16][CH3:17])=[O:15])=[CH:12][CH:11]=1)=O.C1COCC1.CO.C(=O)([O-])[O-].[Na+].[Na+].Cl, predict the reaction product. The product is: [NH2:5][C:6]1[CH:23]=[CH:22][C:21]([Cl:24])=[CH:20][C:7]=1[O:8][CH2:9][C:10]1[CH:11]=[CH:12][C:13]([C:14]([O:16][CH3:17])=[O:15])=[CH:18][CH:19]=1. (7) Given the reactants [F:1][C:2]1[CH:3]=[C:4]2[C:8](=[CH:9][CH:10]=1)[N:7]([CH2:11][C:12]([O:14][CH3:15])=[O:13])[C:6]([CH3:16])=[C:5]2[CH2:17][C:18]1[CH:23]=[CH:22][C:21](=[O:24])[NH:20][N:19]=1.[F:25][C:26]1[CH:33]=[C:32]([F:34])[CH:31]=[CH:30][C:27]=1[CH2:28]Br.C(=O)([O-])[O-].[K+].[K+].CN(C=O)C, predict the reaction product. The product is: [F:25][C:26]1[CH:33]=[C:32]([F:34])[CH:31]=[CH:30][C:27]=1[CH2:28][N:20]1[C:21](=[O:24])[CH:22]=[CH:23][C:18]([CH2:17][C:5]2[C:4]3[C:8](=[CH:9][CH:10]=[C:2]([F:1])[CH:3]=3)[N:7]([CH2:11][C:12]([O:14][CH3:15])=[O:13])[C:6]=2[CH3:16])=[N:19]1. (8) Given the reactants Br[C:2]1[CH:3]=[C:4]([S:8]([NH:11][C:12]2[CH:16]=[CH:15][S:14][C:13]=2[C:17]([O:19][CH3:20])=[O:18])(=[O:10])=[O:9])[CH:5]=[CH:6][CH:7]=1.[C:21]1(B(O)O)[CH:26]=[CH:25][CH:24]=[CH:23][CH:22]=1.C(=O)(O)[O-].[Na+], predict the reaction product. The product is: [C:2]1([C:21]2[CH:26]=[CH:25][CH:24]=[CH:23][CH:22]=2)[CH:7]=[CH:6][CH:5]=[C:4]([S:8]([NH:11][C:12]2[CH:16]=[CH:15][S:14][C:13]=2[C:17]([O:19][CH3:20])=[O:18])(=[O:10])=[O:9])[CH:3]=1.